From a dataset of Peptide-MHC class II binding affinity with 134,281 pairs from IEDB. Regression. Given a peptide amino acid sequence and an MHC pseudo amino acid sequence, predict their binding affinity value. This is MHC class II binding data. (1) The peptide sequence is GRRGAAEVLVVLSEL. The MHC is HLA-DQA10501-DQB10302 with pseudo-sequence HLA-DQA10501-DQB10302. The binding affinity (normalized) is 0.379. (2) The peptide sequence is GELQYVDKIDAAFKI. The MHC is DRB4_0101 with pseudo-sequence DRB4_0103. The binding affinity (normalized) is 0.599. (3) The peptide sequence is TPEAKFDSFVASLTE. The MHC is HLA-DPA10201-DPB10101 with pseudo-sequence HLA-DPA10201-DPB10101. The binding affinity (normalized) is 0.468. (4) The peptide sequence is GRYNCKCCWFADKNL. The MHC is DRB1_0301 with pseudo-sequence DRB1_0301. The binding affinity (normalized) is 0.200. (5) The peptide sequence is EDLVRAYHAMSSTHE. The MHC is DRB3_0101 with pseudo-sequence DRB3_0101. The binding affinity (normalized) is 0.232. (6) The peptide sequence is SQTTANPACPEGT. The MHC is DRB3_0101 with pseudo-sequence DRB3_0101. The binding affinity (normalized) is 0. (7) The peptide sequence is LTASLAMLLVHYAII. The MHC is DRB1_0701 with pseudo-sequence DRB1_0701. The binding affinity (normalized) is 0.638. (8) The peptide sequence is YNKFLANVSTVLTGK. The MHC is DRB1_0401 with pseudo-sequence DRB1_0401. The binding affinity (normalized) is 0.545. (9) The peptide sequence is DGYFLKIKVTAASPM. The MHC is DRB1_0401 with pseudo-sequence DRB1_0401. The binding affinity (normalized) is 0.743.